From a dataset of NCI-60 drug combinations with 297,098 pairs across 59 cell lines. Regression. Given two drug SMILES strings and cell line genomic features, predict the synergy score measuring deviation from expected non-interaction effect. (1) Drug 1: CC12CCC3C(C1CCC2=O)CC(=C)C4=CC(=O)C=CC34C. Drug 2: C1=C(C(=O)NC(=O)N1)N(CCCl)CCCl. Cell line: A549. Synergy scores: CSS=37.6, Synergy_ZIP=-1.94, Synergy_Bliss=-2.26, Synergy_Loewe=-7.46, Synergy_HSA=-0.137. (2) Drug 1: CC1=C(C=C(C=C1)C(=O)NC2=CC(=CC(=C2)C(F)(F)F)N3C=C(N=C3)C)NC4=NC=CC(=N4)C5=CN=CC=C5. Drug 2: CC1=C2C(C(=O)C3(C(CC4C(C3C(C(C2(C)C)(CC1OC(=O)C(C(C5=CC=CC=C5)NC(=O)OC(C)(C)C)O)O)OC(=O)C6=CC=CC=C6)(CO4)OC(=O)C)O)C)O. Cell line: T-47D. Synergy scores: CSS=4.99, Synergy_ZIP=15.3, Synergy_Bliss=11.9, Synergy_Loewe=4.11, Synergy_HSA=4.65. (3) Drug 1: C1=C(C(=O)NC(=O)N1)N(CCCl)CCCl. Drug 2: C1CNP(=O)(OC1)N(CCCl)CCCl. Cell line: EKVX. Synergy scores: CSS=0.326, Synergy_ZIP=1.18, Synergy_Bliss=3.15, Synergy_Loewe=-8.91, Synergy_HSA=0.625. (4) Drug 1: C1=CC(=CC=C1CC(C(=O)O)N)N(CCCl)CCCl.Cl. Drug 2: C1=NC2=C(N=C(N=C2N1C3C(C(C(O3)CO)O)F)Cl)N. Cell line: PC-3. Synergy scores: CSS=13.2, Synergy_ZIP=-4.77, Synergy_Bliss=-4.46, Synergy_Loewe=-5.40, Synergy_HSA=-2.36. (5) Drug 1: COC1=NC(=NC2=C1N=CN2C3C(C(C(O3)CO)O)O)N. Drug 2: CC1CCC2CC(C(=CC=CC=CC(CC(C(=O)C(C(C(=CC(C(=O)CC(OC(=O)C3CCCCN3C(=O)C(=O)C1(O2)O)C(C)CC4CCC(C(C4)OC)OCCO)C)C)O)OC)C)C)C)OC. Cell line: 786-0. Synergy scores: CSS=-5.52, Synergy_ZIP=3.19, Synergy_Bliss=3.86, Synergy_Loewe=-6.21, Synergy_HSA=-5.61.